Dataset: Catalyst prediction with 721,799 reactions and 888 catalyst types from USPTO. Task: Predict which catalyst facilitates the given reaction. (1) Reactant: [C:1](=[O:36])([O:6][CH2:7][O:8][C:9]1[CH:10]=[CH:11][C:12]2[CH2:13][C@H:14]3[N:25](C(OCC4C=CC=CC=4)=O)[CH2:24][CH2:23][C@@:20]4([C:21]=2[CH:22]=1)[C@H:15]3[CH2:16][CH2:17][CH2:18][CH2:19]4)[O:2][CH:3]([CH3:5])[CH3:4]. Product: [C:1](=[O:36])([O:6][CH2:7][O:8][C:9]1[CH:10]=[CH:11][C:12]2[CH2:13][C@H:14]3[NH:25][CH2:24][CH2:23][C@@:20]4([C:21]=2[CH:22]=1)[C@H:15]3[CH2:16][CH2:17][CH2:18][CH2:19]4)[O:2][CH:3]([CH3:5])[CH3:4]. The catalyst class is: 50. (2) Reactant: Cl[C:2]1[C:3]([N:39]2[CH2:44][C@@H:43]([NH:45][C:46]([O:48][C:49]([CH3:52])([CH3:51])[CH3:50])=[O:47])[CH2:42][C@@H:41]([NH:53][C:54]([O:56][C:57]([CH3:60])([CH3:59])[CH3:58])=[O:55])[CH2:40]2)=[N:4][C:5]([N:17]2[CH2:22][C@@H:21]([NH:23][C:24]([O:26][C:27]([CH3:30])([CH3:29])[CH3:28])=[O:25])[CH2:20][C@@H:19]([NH:31][C:32]([O:34][C:35]([CH3:38])([CH3:37])[CH3:36])=[O:33])[CH2:18]2)=[C:6](Cl)[C:7]=1[NH:8][C:9]1[CH:14]=[CH:13][C:12]([NH2:15])=[CH:11][CH:10]=1.C([O-])=O.[NH4+]. Product: [C:57]([O:56][C:54]([NH:53][C@@H:41]1[CH2:42][C@H:43]([NH:45][C:46]([O:48][C:49]([CH3:52])([CH3:51])[CH3:50])=[O:47])[CH2:44][N:39]([C:3]2[CH:2]=[C:7]([NH:8][C:9]3[CH:14]=[CH:13][C:12]([NH2:15])=[CH:11][CH:10]=3)[CH:6]=[C:5]([N:17]3[CH2:22][C@@H:21]([NH:23][C:24]([O:26][C:27]([CH3:30])([CH3:29])[CH3:28])=[O:25])[CH2:20][C@@H:19]([NH:31][C:32]([O:34][C:35]([CH3:38])([CH3:37])[CH3:36])=[O:33])[CH2:18]3)[N:4]=2)[CH2:40]1)=[O:55])([CH3:58])([CH3:59])[CH3:60]. The catalyst class is: 19. (3) Reactant: C([O:3][C:4](=O)[C:5]([C:8]1[CH2:9][CH2:10][O:11][CH2:12][CH:13]=1)([CH3:7])[CH3:6])C.[H-].[H-].[H-].[H-].[Li+].[Al+3].O.[OH-].[Na+]. Product: [O:11]1[CH2:10][CH:9]=[C:8]([C:5]([CH3:7])([CH3:6])[CH2:4][OH:3])[CH2:13][CH2:12]1. The catalyst class is: 7. (4) The catalyst class is: 316. Product: [CH3:15][C:14]([O:13][C:11]([N:8]1[C:9]2[C:5](=[CH:4][CH:3]=[C:2]([F:1])[C:10]=2[C:31]([OH:33])=[O:32])[CH2:6][CH2:7]1)=[O:12])([CH3:17])[CH3:16]. Reactant: [F:1][C:2]1[CH:10]=[C:9]2[C:5]([CH2:6][CH2:7][N:8]2[C:11]([O:13][C:14]([CH3:17])([CH3:16])[CH3:15])=[O:12])=[CH:4][CH:3]=1.CN(CCN(C)C)C.[Li]C(CC)C.[C:31](=[O:33])=[O:32]. (5) Reactant: [CH2:1]([O:8][C:9]1[N:14]=[C:13]([C:15]([OH:17])=O)[CH:12]=[CH:11][C:10]=1[N+:18]([O-:20])=[O:19])[C:2]1[CH:7]=[CH:6][CH:5]=[CH:4][CH:3]=1.Cl.[F:22][C:23]1[CH:24]=[C:25]([C@@H:34]([C:36]2[C:41]([F:42])=[CH:40][CH:39]=[CH:38][N:37]=2)[NH2:35])[CH:26]=[CH:27][C:28]=1[O:29][C:30]([F:33])([F:32])[F:31].CN(C(ON1N=NC2C=CC=NC1=2)=[N+](C)C)C.F[P-](F)(F)(F)(F)F.CCN(C(C)C)C(C)C. Product: [CH2:1]([O:8][C:9]1[N:14]=[C:13]([C:15]([NH:35][C@@H:34]([C:25]2[CH:26]=[CH:27][C:28]([O:29][C:30]([F:33])([F:31])[F:32])=[C:23]([F:22])[CH:24]=2)[C:36]2[C:41]([F:42])=[CH:40][CH:39]=[CH:38][N:37]=2)=[O:17])[CH:12]=[CH:11][C:10]=1[N+:18]([O-:20])=[O:19])[C:2]1[CH:3]=[CH:4][CH:5]=[CH:6][CH:7]=1. The catalyst class is: 303. (6) Reactant: [F:1][C:2]1[CH:3]=[C:4](/[CH:8]=[CH:9]/[C:10](O)=[O:11])[CH:5]=[CH:6][CH:7]=1.S(Cl)(Cl)=O. Product: [F:1][C:2]1[CH:3]=[C:4](/[CH:8]=[CH:9]/[CH:10]=[O:11])[CH:5]=[CH:6][CH:7]=1. The catalyst class is: 5. (7) Reactant: [O:1]1[CH:5]=[CH:4][CH:3]=[C:2]1[CH2:6][NH2:7].[CH3:8][C:9]([O:12][C:13](O[C:13]([O:12][C:9]([CH3:11])([CH3:10])[CH3:8])=[O:14])=[O:14])([CH3:11])[CH3:10]. Product: [C:9]([O:12][C:13](=[O:14])[NH:7][CH2:6][C:2]1[O:1][CH:5]=[CH:4][CH:3]=1)([CH3:11])([CH3:10])[CH3:8]. The catalyst class is: 2. (8) Reactant: [N+:1]([C:4]1[CH:9]=[CH:8][C:7]([OH:10])=[CH:6][CH:5]=1)([O-:3])=[O:2].C(N(CC)CC)C.[CH2:18](Cl)[CH:19]([CH3:21])[CH3:20].[OH2:23]. Product: [CH3:20][CH:19]([CH3:21])[C:18]([O:10][C:7]1[CH:8]=[CH:9][C:4]([N+:1]([O-:3])=[O:2])=[CH:5][CH:6]=1)=[O:23]. The catalyst class is: 7. (9) Reactant: [N+:1]([C:4]1[CH:5]=[CH:6][C:7]([N:10]2[CH2:15][CH2:14][N:13]([C:16]([O:18][CH2:19][C:20]([NH:22][CH3:23])=[O:21])=[O:17])[CH2:12][CH2:11]2)=[N:8][CH:9]=1)([O-])=O. Product: [NH2:1][C:4]1[CH:5]=[CH:6][C:7]([N:10]2[CH2:11][CH2:12][N:13]([C:16]([O:18][CH2:19][C:20]([NH:22][CH3:23])=[O:21])=[O:17])[CH2:14][CH2:15]2)=[N:8][CH:9]=1. The catalyst class is: 153. (10) Reactant: [NH:1]1[CH2:6][CH2:5][CH:4]([NH:7][C:8](=[O:28])[CH:9]([CH2:19][CH2:20][CH2:21][C:22]2[CH:27]=[CH:26][CH:25]=[CH:24][CH:23]=2)[CH2:10][CH2:11][CH2:12][C:13]2[CH:18]=[CH:17][CH:16]=[CH:15][CH:14]=2)[CH2:3][CH2:2]1.[O:29]1[CH2:31][C@@H:30]1[CH2:32][O:33][C:34]1[CH:43]=[CH:42][CH:41]=[C:40]2[C:35]=1[CH:36]=[CH:37][CH:38]=[N:39]2. The catalyst class is: 32. Product: [OH:29][CH:30]([CH2:32][O:33][C:34]1[CH:43]=[CH:42][CH:41]=[C:40]2[C:35]=1[CH:36]=[CH:37][CH:38]=[N:39]2)[CH2:31][N:1]1[CH2:6][CH2:5][CH:4]([NH:7][C:8](=[O:28])[CH:9]([CH2:19][CH2:20][CH2:21][C:22]2[CH:27]=[CH:26][CH:25]=[CH:24][CH:23]=2)[CH2:10][CH2:11][CH2:12][C:13]2[CH:14]=[CH:15][CH:16]=[CH:17][CH:18]=2)[CH2:3][CH2:2]1.